Dataset: Reaction yield outcomes from USPTO patents with 853,638 reactions. Task: Predict the reaction yield, written as a fraction of the theoretical maximum amount of product (1.0 means a 100% yield; for example, 0.34 means a 34% yield). (1) The reactants are [N:1]1([C:10]2[N:14]([CH3:15])[N:13]=[C:12]([CH3:16])[C:11]=2/[CH:17]=[CH:18]/[C:19]([O:21][CH2:22][CH3:23])=[O:20])[C:9]2[C:4](=[CH:5][CH:6]=[CH:7][CH:8]=2)[CH:3]=[CH:2]1.[Cl:24]N1C(=O)CCC1=O. The catalyst is C(#N)C. The product is [Cl:24][C:3]1[C:4]2[C:9](=[CH:8][CH:7]=[CH:6][CH:5]=2)[N:1]([C:10]2[N:14]([CH3:15])[N:13]=[C:12]([CH3:16])[C:11]=2/[CH:17]=[CH:18]/[C:19]([O:21][CH2:22][CH3:23])=[O:20])[CH:2]=1. The yield is 0.810. (2) The reactants are [CH:1]1([C@@H:7]([C:9]2[NH:10][CH:11]=[C:12]([C:14]3[CH:19]=[CH:18][C:17]([F:20])=[CH:16][CH:15]=3)[N:13]=2)[NH2:8])[CH2:6][CH2:5][CH2:4][CH2:3][CH2:2]1.C(N(CC)CC)C.[CH3:28][C:29](=O)[CH2:30][CH3:31].C(O[BH-](OC(=O)C)OC(=O)C)(=O)C.[Na+]. The catalyst is CO.O. The product is [CH:1]1([C@@H:7]([C:9]2[NH:10][CH:11]=[C:12]([C:14]3[CH:15]=[CH:16][C:17]([F:20])=[CH:18][CH:19]=3)[N:13]=2)[NH:8][CH:28]2[CH2:31][CH2:30][CH2:29]2)[CH2:2][CH2:3][CH2:4][CH2:5][CH2:6]1. The yield is 0.120. (3) The product is [Br:1][C:2]1[CH:9]=[CH:8][C:5]([C:6]#[N:7])=[CH:4][C:3]=1[N+:10]([O-:12])=[O:11]. The catalyst is OS(O)(=O)=O. The reactants are [Br:1][C:2]1[CH:9]=[CH:8][C:5]([C:6]#[N:7])=[CH:4][CH:3]=1.[N+:10]([O-])([OH:12])=[O:11]. The yield is 0.560.